Task: Regression/Classification. Given a drug SMILES string, predict its absorption, distribution, metabolism, or excretion properties. Task type varies by dataset: regression for continuous measurements (e.g., permeability, clearance, half-life) or binary classification for categorical outcomes (e.g., BBB penetration, CYP inhibition). For this dataset (lipophilicity_astrazeneca), we predict Y.. Dataset: Experimental lipophilicity measurements (octanol/water distribution) for 4,200 compounds from AstraZeneca (1) The molecule is C[C@@H]1CN(C(=O)OC(C)(C)C)CCN1c1ncc(OCC2CCN(S(C)(=O)=O)CC2)cn1. The Y is 3.50 logD. (2) The molecule is O=C(c1cc(Cc2n[nH]c(=O)c3ccccc23)ccc1F)N1CCN(C(=O)C2CCOC2)CC1. The Y is 0.800 logD. (3) The Y is -0.490 logD. The molecule is N#Cc1ccc(C(F)(F)F)nc1O[C@H](CCN)c1ccno1. (4) The Y is 2.40 logD. The drug is Nc1nc(N)nc(-c2cccc(C(F)(F)F)c2)n1. (5) The compound is CN1CCNc2nc(CCOc3ccc(C[C@H](NC(=O)c4c(Cl)cccc4Cl)C(=O)O)cc3)ccc21. The Y is 0.0700 logD. (6) The compound is COc1ccc(-c2cc(=O)c3ccccc3[nH]2)cc1. The Y is 2.71 logD. (7) The drug is COc1ccc(-n2cnc3cc(NS(=O)(=O)c4ccccc4)ccc32)cc1. The Y is 3.70 logD. (8) The drug is CN(C)CCN(Cc1ccccc1)c1ccccn1. The Y is 1.28 logD. (9) The compound is CC(C)C(NC(=O)Cn1c(-c2cccs2)ncc(N)c1=O)C(=O)C(F)(F)F. The Y is 0.680 logD.